From a dataset of Catalyst prediction with 721,799 reactions and 888 catalyst types from USPTO. Predict which catalyst facilitates the given reaction. (1) The catalyst class is: 16. Product: [NH2:31][C@H:28]1[CH2:29][CH2:30][C@H:25]([NH:32][C:5]2[CH:4]=[C:3]([C:9]3[CH:14]=[CH:13][C:12]([F:15])=[C:11]([NH:16][CH2:17][C:18]4[CH:23]=[CH:22][CH:21]=[C:20]([F:24])[CH:19]=4)[N:10]=3)[C:2]([Cl:1])=[CH:7][N:6]=2)[CH2:26][CH2:27]1. Reactant: [Cl:1][C:2]1[C:3]([C:9]2[CH:14]=[CH:13][C:12]([F:15])=[C:11]([NH:16][CH2:17][C:18]3[CH:23]=[CH:22][CH:21]=[C:20]([F:24])[CH:19]=3)[N:10]=2)=[CH:4][C:5](F)=[N:6][CH:7]=1.[C@H:25]1([NH2:32])[CH2:30][CH2:29][C@H:28]([NH2:31])[CH2:27][CH2:26]1. (2) Reactant: [NH2:1][C:2]1[N:7]=[CH:6][N:5]=[C:4]2[N:8]([CH:14]([C:16]3[C:17]([O:35][CH3:36])=[C:18]([CH:24]4[CH2:27][N:26](C(OC(C)(C)C)=O)[CH2:25]4)[C:19]([F:23])=[C:20]([Cl:22])[CH:21]=3)[CH3:15])[N:9]=[C:10]([CH:11]([F:13])[F:12])[C:3]=12.[ClH:37].O1CCOCC1. Product: [ClH:22].[ClH:37].[NH:26]1[CH2:27][CH:24]([C:18]2[C:17]([O:35][CH3:36])=[C:16]([CH:14]([N:8]3[C:4]4=[N:5][CH:6]=[N:7][C:2]([NH2:1])=[C:3]4[C:10]([CH:11]([F:13])[F:12])=[N:9]3)[CH3:15])[CH:21]=[C:20]([Cl:22])[C:19]=2[F:23])[CH2:25]1. The catalyst class is: 2.